The task is: Predict the reactants needed to synthesize the given product.. This data is from Full USPTO retrosynthesis dataset with 1.9M reactions from patents (1976-2016). (1) Given the product [C:1]([C:5]1[N:6]=[C:7]([NH:10][C:11]([C:13]2[CH:36]=[CH:35][N:16]3[C:17](=[O:34])[C:18](/[CH:32]=[CH:51]/[C:52]([O:54][CH3:55])=[O:53])=[C:19]([N:21]4[CH2:26][CH2:25][CH2:24][CH:23]([C:27]([N:29]([CH3:30])[CH3:31])=[O:28])[CH2:22]4)[N:20]=[C:15]3[CH:14]=2)=[O:12])[S:8][CH:9]=1)([CH3:4])([CH3:2])[CH3:3], predict the reactants needed to synthesize it. The reactants are: [C:1]([C:5]1[N:6]=[C:7]([NH:10][C:11]([C:13]2[CH:36]=[CH:35][N:16]3[C:17](=[O:34])[C:18]([CH:32]=O)=[C:19]([N:21]4[CH2:26][CH2:25][CH2:24][CH:23]([C:27]([N:29]([CH3:31])[CH3:30])=[O:28])[CH2:22]4)[N:20]=[C:15]3[CH:14]=2)=[O:12])[S:8][CH:9]=1)([CH3:4])([CH3:3])[CH3:2].[Cl-].[Li+].FC(F)(F)COP([CH2:51][C:52]([O:54][CH3:55])=[O:53])(=O)OCC(F)(F)F.N12CCCN=C1CCCCC2. (2) Given the product [CH2:1]([N:3]([CH2:11][C:12]1[N:13]=[C:14]2[S:21][C:20]([CH3:22])=[C:19]([CH2:23][OH:24])[N:15]2[C:16](=[O:18])[CH:17]=1)[C:4]1[CH:5]=[CH:6][C:7]([F:10])=[CH:8][CH:9]=1)[CH3:2], predict the reactants needed to synthesize it. The reactants are: [CH2:1]([N:3]([CH2:11][C:12]1[N:13]=[C:14]2[S:21][C:20]([CH3:22])=[C:19]([CH:23]=[O:24])[N:15]2[C:16](=[O:18])[CH:17]=1)[C:4]1[CH:9]=[CH:8][C:7]([F:10])=[CH:6][CH:5]=1)[CH3:2].O.[BH4-].[Na+]. (3) Given the product [CH:13]1([S:1][C:2]2[CH:11]=[CH:10][CH:9]=[CH:8][C:3]=2[C:4]([O:6][CH3:7])=[O:5])[CH2:17][CH2:16][CH2:15][CH2:14]1, predict the reactants needed to synthesize it. The reactants are: [SH:1][C:2]1[CH:11]=[CH:10][CH:9]=[CH:8][C:3]=1[C:4]([O:6][CH3:7])=[O:5].I[CH:13]1[CH2:17][CH2:16][CH2:15][CH2:14]1.C(=O)([O-])[O-].[K+].[K+].O.